This data is from Catalyst prediction with 721,799 reactions and 888 catalyst types from USPTO. The task is: Predict which catalyst facilitates the given reaction. (1) Reactant: [F:1][C:2]1[CH:7]=[CH:6][CH:5]=[CH:4][C:3]=1[CH2:8][CH2:9][N:10]1[CH2:15][CH2:14][C:13]2([CH2:24][C:23](=[O:25])[C:22]3[C:17](=[CH:18][CH:19]=[C:20](/[CH:26]=[CH:27]/[C:28](O)=[O:29])[CH:21]=3)[O:16]2)[CH2:12][CH2:11]1.[NH2:31][O:32][CH:33]1[CH2:38][CH2:37][CH2:36][CH2:35][O:34]1. Product: [F:1][C:2]1[CH:7]=[CH:6][CH:5]=[CH:4][C:3]=1[CH2:8][CH2:9][N:10]1[CH2:15][CH2:14][C:13]2([CH2:24][C:23](=[O:25])[C:22]3[C:17](=[CH:18][CH:19]=[C:20](/[CH:26]=[CH:27]/[C:28]([NH:31][O:32][CH:33]4[CH2:38][CH2:37][CH2:36][CH2:35][O:34]4)=[O:29])[CH:21]=3)[O:16]2)[CH2:12][CH2:11]1. The catalyst class is: 2. (2) Reactant: Cl[CH2:2][CH2:3][CH2:4][S:5][S:6]([C:9]1[CH:14]=[CH:13][C:12]([CH3:15])=[CH:11][CH:10]=1)(=[O:8])=[O:7].[NH:16]1[CH2:21][CH2:20][O:19][CH2:18][CH2:17]1.C(=O)([O-])[O-].[K+].[K+]. Product: [N:16]1([CH2:2][CH2:3][CH2:4][S:5][S:6]([C:9]2[CH:14]=[CH:13][C:12]([CH3:15])=[CH:11][CH:10]=2)(=[O:8])=[O:7])[CH2:21][CH2:20][O:19][CH2:18][CH2:17]1. The catalyst class is: 10. (3) Reactant: C(=O)([O-])[O-:2].[K+].[K+].[CH:7]1([N:10]2[CH:14]=[C:13]([O:15][C:16]3[CH:21]=[CH:20][N:19]=[C:18]([NH:22][C:23]4[CH:30]=[CH:29][C:26]([C:27]#[N:28])=[CH:25][CH:24]=4)[CH:17]=3)[C:12]([CH:31]3[CH2:36][CH2:35][O:34][CH2:33][CH2:32]3)=[N:11]2)[CH2:9][CH2:8]1.OO. Product: [CH:7]1([N:10]2[CH:14]=[C:13]([O:15][C:16]3[CH:21]=[CH:20][N:19]=[C:18]([NH:22][C:23]4[CH:30]=[CH:29][C:26]([C:27]([NH2:28])=[O:2])=[CH:25][CH:24]=4)[CH:17]=3)[C:12]([CH:31]3[CH2:36][CH2:35][O:34][CH2:33][CH2:32]3)=[N:11]2)[CH2:9][CH2:8]1. The catalyst class is: 58.